Dataset: Forward reaction prediction with 1.9M reactions from USPTO patents (1976-2016). Task: Predict the product of the given reaction. (1) Given the reactants Cl.[F:2][C:3]1[CH:4]=[C:5]2[C:9](=[CH:10][CH:11]=1)[NH:8][C:7]([C:12]1[CH:13]=[N:14][CH:15]=[CH:16][CH:17]=1)=[C:6]2C.C(N(CC)CC)C.[C:26](=O)([O:32]C(C)(C)C)[O:27][C:28]([CH3:31])([CH3:30])[CH3:29], predict the reaction product. The product is: [C:28]([O:27][C:26]([N:8]1[C:9]2[C:5](=[CH:4][C:3]([F:2])=[CH:11][CH:10]=2)[CH:6]=[C:7]1[C:12]1[CH:13]=[N:14][CH:15]=[CH:16][CH:17]=1)=[O:32])([CH3:31])([CH3:30])[CH3:29]. (2) Given the reactants [C:1]([O:4][C@H:5]1[C@@H:20]([O:21][C:22](=[O:24])[CH3:23])[C@H:19]([O:25][C:26](=[O:28])[CH3:27])[C@@H:18]([CH2:29][O:30][C:31](=[O:33])[CH3:32])[O:17][C@@H:6]1[O:7][C:8]1[CH:13]=[C:12]([Cl:14])[C:11](Br)=[C:10]([Cl:16])[CH:9]=1)(=[O:3])[CH3:2].[CH3:34][O:35][C:36]([C:38]1[CH:43]=[CH:42][C:41](B(O)O)=[CH:40][CH:39]=1)=[O:37].C(=O)([O-])[O-].[Cs+].[Cs+].C(O[C@H]1[C@@H](OC(=O)C)[C@H](OC(=O)C)[C@@H](COC(=O)C)O[C@@H]1OC1C=CC(C2C=CC(C(OC)=O)=CC=2)=CC=1Cl)(=O)C, predict the reaction product. The product is: [C:1]([O:4][C@H:5]1[C@@H:20]([O:21][C:22](=[O:24])[CH3:23])[C@H:19]([O:25][C:26](=[O:28])[CH3:27])[C@@H:18]([CH2:29][O:30][C:31](=[O:33])[CH3:32])[O:17][C@@H:6]1[O:7][C:8]1[CH:13]=[C:12]([Cl:14])[C:11]([C:41]2[CH:42]=[CH:43][C:38]([C:36]([O:35][CH3:34])=[O:37])=[CH:39][CH:40]=2)=[C:10]([Cl:16])[CH:9]=1)(=[O:3])[CH3:2]. (3) Given the reactants [C:1]1([CH2:7][CH2:8][CH2:9][CH2:10][CH2:11]O)[CH:6]=[CH:5][CH:4]=[CH:3][CH:2]=1.[BrH:13], predict the reaction product. The product is: [Br:13][CH2:11][CH2:10][CH2:9][CH2:8][CH2:7][C:1]1[CH:6]=[CH:5][CH:4]=[CH:3][CH:2]=1. (4) Given the reactants [N+:1]([C:4]1[CH:11]=[CH:10][C:7]([CH2:8]Br)=[CH:6][CH:5]=1)([O-:3])=[O:2].[CH3:12][S:13]([O-:15])=[O:14].[Na+], predict the reaction product. The product is: [CH3:12][S:13]([CH2:8][C:7]1[CH:10]=[CH:11][C:4]([N+:1]([O-:3])=[O:2])=[CH:5][CH:6]=1)(=[O:15])=[O:14]. (5) Given the reactants [CH3:1][C:2]1[CH:3]=[C:4]([CH:6]=[CH:7][C:8]=1[N+:9]([O-:11])=[O:10])[NH2:5].[C:12](Cl)(=[O:16])[C:13]([CH3:15])=[CH2:14].O, predict the reaction product. The product is: [CH3:15][C:13](=[CH2:14])[C:12]([NH:5][C:4]1[CH:6]=[CH:7][C:8]([N+:9]([O-:11])=[O:10])=[C:2]([CH3:1])[CH:3]=1)=[O:16]. (6) Given the reactants [CH2:1]([NH:3][C:4]([NH:6][C:7]1[CH:12]=[CH:11][C:10]([C:13]2[N:14]=[C:15]([N:23]3[CH2:28][CH2:27][O:26][CH2:25][C@@H:24]3[CH3:29])[C:16]3[CH2:22][NH:21][CH2:20][CH2:19][C:17]=3[N:18]=2)=[CH:9][CH:8]=1)=[O:5])[CH3:2].[CH3:30][O:31][CH2:32][CH2:33][O:34][CH2:35][C:36](Cl)=[O:37], predict the reaction product. The product is: [CH2:1]([NH:3][C:4]([NH:6][C:7]1[CH:12]=[CH:11][C:10]([C:13]2[N:14]=[C:15]([N:23]3[CH2:28][CH2:27][O:26][CH2:25][C@@H:24]3[CH3:29])[C:16]3[CH2:22][N:21]([C:36](=[O:37])[CH2:35][O:34][CH2:33][CH2:32][O:31][CH3:30])[CH2:20][CH2:19][C:17]=3[N:18]=2)=[CH:9][CH:8]=1)=[O:5])[CH3:2]. (7) Given the reactants Cl.[NH2:2][OH:3].[C:4](=[O:7])(O)[O-:5].[Na+].C(Cl)Cl.Cl[C:13]([O:15][CH2:16][C:17]1[CH:22]=[CH:21][CH:20]=[CH:19][CH:18]=1)=[O:14], predict the reaction product. The product is: [OH:3][NH:2][C:13](=[O:14])[O:15][CH2:16][C:17]1[CH:22]=[CH:21][CH:20]=[CH:19][CH:18]=1.[CH2:16]([O:15][C:13]([O:3][NH:2][C:4](=[O:7])[O:5][CH2:16][C:17]1[CH:22]=[CH:21][CH:20]=[CH:19][CH:18]=1)=[O:14])[C:17]1[CH:22]=[CH:21][CH:20]=[CH:19][CH:18]=1.